This data is from NCI-60 drug combinations with 297,098 pairs across 59 cell lines. The task is: Regression. Given two drug SMILES strings and cell line genomic features, predict the synergy score measuring deviation from expected non-interaction effect. (1) Drug 1: CN(C)C1=NC(=NC(=N1)N(C)C)N(C)C. Drug 2: CC1C(C(=O)NC(C(=O)N2CCCC2C(=O)N(CC(=O)N(C(C(=O)O1)C(C)C)C)C)C(C)C)NC(=O)C3=C4C(=C(C=C3)C)OC5=C(C(=O)C(=C(C5=N4)C(=O)NC6C(OC(=O)C(N(C(=O)CN(C(=O)C7CCCN7C(=O)C(NC6=O)C(C)C)C)C)C(C)C)C)N)C. Cell line: BT-549. Synergy scores: CSS=23.8, Synergy_ZIP=25.1, Synergy_Bliss=33.0, Synergy_Loewe=26.7, Synergy_HSA=27.3. (2) Drug 1: CCCCC(=O)OCC(=O)C1(CC(C2=C(C1)C(=C3C(=C2O)C(=O)C4=C(C3=O)C=CC=C4OC)O)OC5CC(C(C(O5)C)O)NC(=O)C(F)(F)F)O. Drug 2: CC1=C2C(C(=O)C3(C(CC4C(C3C(C(C2(C)C)(CC1OC(=O)C(C(C5=CC=CC=C5)NC(=O)OC(C)(C)C)O)O)OC(=O)C6=CC=CC=C6)(CO4)OC(=O)C)O)C)O. Cell line: NCI-H460. Synergy scores: CSS=53.2, Synergy_ZIP=17.9, Synergy_Bliss=19.2, Synergy_Loewe=20.3, Synergy_HSA=19.7. (3) Drug 1: C1=C(C(=O)NC(=O)N1)N(CCCl)CCCl. Drug 2: CC12CCC3C(C1CCC2O)C(CC4=C3C=CC(=C4)O)CCCCCCCCCS(=O)CCCC(C(F)(F)F)(F)F. Cell line: HOP-62. Synergy scores: CSS=38.4, Synergy_ZIP=0.444, Synergy_Bliss=4.34, Synergy_Loewe=3.20, Synergy_HSA=3.52. (4) Drug 1: CC=C1C(=O)NC(C(=O)OC2CC(=O)NC(C(=O)NC(CSSCCC=C2)C(=O)N1)C(C)C)C(C)C. Drug 2: CCN(CC)CCCC(C)NC1=C2C=C(C=CC2=NC3=C1C=CC(=C3)Cl)OC. Cell line: MDA-MB-435. Synergy scores: CSS=46.9, Synergy_ZIP=-3.63, Synergy_Bliss=-0.318, Synergy_Loewe=-3.50, Synergy_HSA=0.271. (5) Drug 1: CCC1(CC2CC(C3=C(CCN(C2)C1)C4=CC=CC=C4N3)(C5=C(C=C6C(=C5)C78CCN9C7C(C=CC9)(C(C(C8N6C)(C(=O)OC)O)OC(=O)C)CC)OC)C(=O)OC)O. Drug 2: CN1C(=O)N2C=NC(=C2N=N1)C(=O)N. Cell line: OVCAR3. Synergy scores: CSS=8.47, Synergy_ZIP=-4.17, Synergy_Bliss=-9.58, Synergy_Loewe=-66.2, Synergy_HSA=-12.6. (6) Drug 1: CC1=CC2C(CCC3(C2CCC3(C(=O)C)OC(=O)C)C)C4(C1=CC(=O)CC4)C. Drug 2: C1CC(C1)(C(=O)O)C(=O)O.[NH2-].[NH2-].[Pt+2]. Cell line: MALME-3M. Synergy scores: CSS=26.9, Synergy_ZIP=-6.61, Synergy_Bliss=1.94, Synergy_Loewe=-10.0, Synergy_HSA=-1.75. (7) Drug 1: C1=C(C(=O)NC(=O)N1)N(CCCl)CCCl. Drug 2: CCN(CC)CCCC(C)NC1=C2C=C(C=CC2=NC3=C1C=CC(=C3)Cl)OC. Cell line: UACC-257. Synergy scores: CSS=-2.90, Synergy_ZIP=-4.29, Synergy_Bliss=-12.4, Synergy_Loewe=-13.5, Synergy_HSA=-13.1. (8) Drug 1: C1=CC(=C2C(=C1NCCNCCO)C(=O)C3=C(C=CC(=C3C2=O)O)O)NCCNCCO. Drug 2: C1=CC=C(C=C1)NC(=O)CCCCCCC(=O)NO. Cell line: LOX IMVI. Synergy scores: CSS=31.9, Synergy_ZIP=-6.19, Synergy_Bliss=-9.78, Synergy_Loewe=-6.31, Synergy_HSA=-4.74.